From a dataset of Full USPTO retrosynthesis dataset with 1.9M reactions from patents (1976-2016). Predict the reactants needed to synthesize the given product. (1) Given the product [CH3:28][C:29]1[C:33]([S:34]([NH:1][C@@H:2]([CH2:8][CH2:9][C:10](=[O:27])[N:11]2[CH2:12][CH2:13][C:14]3([CH2:18][N:17]([C:19]4[CH:24]=[CH:23][N:22]=[CH:21][CH:20]=4)[CH2:16][CH2:15]3)[CH2:25][CH2:26]2)[C:3]([O:5][CH2:6][CH3:7])=[O:4])(=[O:36])=[O:35])=[C:32]([CH3:38])[O:31][N:30]=1, predict the reactants needed to synthesize it. The reactants are: [NH2:1][C@@H:2]([CH2:8][CH2:9][C:10](=[O:27])[N:11]1[CH2:26][CH2:25][C:14]2([CH2:18][N:17]([C:19]3[CH:24]=[CH:23][N:22]=[CH:21][CH:20]=3)[CH2:16][CH2:15]2)[CH2:13][CH2:12]1)[C:3]([O:5][CH2:6][CH3:7])=[O:4].[CH3:28][C:29]1[C:33]([S:34](Cl)(=[O:36])=[O:35])=[C:32]([CH3:38])[O:31][N:30]=1.CCN(C(C)C)C(C)C. (2) Given the product [CH3:1][O:2][C:3]1[CH:4]=[CH:5][CH:6]=[C:7]2[C:11]=1[CH:10]([NH:12][C:13]1[O:14][CH2:15][C:16]3[CH:22]=[C:21]([NH:23][S:30]([N:24]4[CH2:29][CH2:28][O:27][CH2:26][CH2:25]4)(=[O:32])=[O:31])[CH:20]=[CH:19][C:17]=3[N:18]=1)[CH2:9][CH2:8]2, predict the reactants needed to synthesize it. The reactants are: [CH3:1][O:2][C:3]1[CH:4]=[CH:5][CH:6]=[C:7]2[C:11]=1[CH:10]([NH:12][C:13]1[O:14][CH2:15][C:16]3[CH:22]=[C:21]([NH2:23])[CH:20]=[CH:19][C:17]=3[N:18]=1)[CH2:9][CH2:8]2.[N:24]1([S:30](Cl)(=[O:32])=[O:31])[CH2:29][CH2:28][O:27][CH2:26][CH2:25]1. (3) Given the product [Br-:6].[CH2:1]([N+:12]12[CH2:13][CH2:14][C:15]([C:20]([OH:22])([C:7]3[CH:11]=[CH:10][S:9][CH:8]=3)[C:7]3[CH:11]=[CH:10][S:9][CH:8]=3)([CH2:16][CH2:17]1)[CH2:18][CH2:19]2)[CH2:2][CH2:3][CH3:4], predict the reactants needed to synthesize it. The reactants are: [CH2:1]([Li])[CH2:2][CH2:3][CH3:4].[Br:6][C:7]1[CH:11]=[CH:10][S:9][CH:8]=1.[N:12]12[CH2:19][CH2:18][C:15]([C:20]([O:22]CC)=O)([CH2:16][CH2:17]1)[CH2:14][CH2:13]2.